Dataset: Forward reaction prediction with 1.9M reactions from USPTO patents (1976-2016). Task: Predict the product of the given reaction. (1) Given the reactants [Cl:1][C:2]1[C:10]2[N:9]=[C:8]3[N:11]([C:15]4[CH:20]=[CH:19][C:18]([Cl:21])=[CH:17][C:16]=4[Cl:22])[CH2:12][CH2:13][CH2:14][N:7]3[C:6]=2[C:5]([CH:23](O)[CH2:24][CH3:25])=[CH:4][CH:3]=1.COCCN(S(F)(F)[F:37])CCOC, predict the reaction product. The product is: [Cl:1][C:2]1[C:10]2[N:9]=[C:8]3[N:11]([C:15]4[CH:20]=[CH:19][C:18]([Cl:21])=[CH:17][C:16]=4[Cl:22])[CH2:12][CH2:13][CH2:14][N:7]3[C:6]=2[C:5]([CH:23]([F:37])[CH2:24][CH3:25])=[CH:4][CH:3]=1. (2) Given the reactants [CH2:1]([N:3]1[C:7]2=[N:8][CH:9]=[C:10]([C:20]3[CH2:24][C:23]4([CH2:29][CH2:28][CH2:27][CH2:26][CH2:25]4)[O:22][N:21]=3)[C:11]([NH:12][CH:13]3[CH2:18][CH2:17][C:16](=O)[CH2:15][CH2:14]3)=[C:6]2[CH:5]=[N:4]1)[CH3:2].Cl.[NH2:31][OH:32].C(=O)([O-])[O-].[K+].[K+], predict the reaction product. The product is: [CH2:1]([N:3]1[C:7]2=[N:8][CH:9]=[C:10]([C:20]3[CH2:24][C:23]4([CH2:29][CH2:28][CH2:27][CH2:26][CH2:25]4)[O:22][N:21]=3)[C:11]([NH:12][CH:13]3[CH2:18][CH2:17][C:16](=[N:31][OH:32])[CH2:15][CH2:14]3)=[C:6]2[CH:5]=[N:4]1)[CH3:2]. (3) The product is: [CH2:1]([N:8]([CH2:21][C:22]1[CH:23]=[CH:24][C:25]([O:26][C:27]2[CH:28]=[CH:29][C:30]([O:31][CH2:32][C:33]([NH:41][CH:42]3[CH2:47][CH2:46][O:45][C:43]3=[O:44])=[O:34])=[CH:36][CH:37]=2)=[CH:38][CH:39]=1)[C:9]1[CH:14]=[CH:13][CH:12]=[C:11]([NH:15][S:16]([CH3:19])(=[O:17])=[O:18])[C:10]=1[CH3:20])[C:2]1[CH:3]=[CH:4][CH:5]=[CH:6][CH:7]=1. Given the reactants [CH2:1]([N:8]([CH2:21][C:22]1[CH:39]=[CH:38][C:25]([O:26][C:27]2[CH:37]=[CH:36][C:30]([O:31][CH2:32][C:33](O)=[O:34])=[CH:29][CH:28]=2)=[CH:24][CH:23]=1)[C:9]1[CH:14]=[CH:13][CH:12]=[C:11]([NH:15][S:16]([CH3:19])(=[O:18])=[O:17])[C:10]=1[CH3:20])[C:2]1[CH:7]=[CH:6][CH:5]=[CH:4][CH:3]=1.Br.[NH2:41][CH:42]1[CH2:47][CH2:46][O:45][C:43]1=[O:44], predict the reaction product. (4) Given the reactants C[O:2][C:3]1[CH:4]=[C:5]([C:14]2[N:18]([C:19]3[CH:24]=[CH:23][C:22]([C:25]([F:28])([F:27])[F:26])=[CH:21][N+:20]=3[O-:29])[CH:17]=[N:16][CH:15]=2)[CH:6]=[C:7]([N+:11]([O-:13])=[O:12])[C:8]=1[O:9]C, predict the reaction product. The product is: [OH:2][C:3]1[CH:4]=[C:5]([C:14]2[N:18]([C:19]3[CH:24]=[CH:23][C:22]([C:25]([F:27])([F:28])[F:26])=[CH:21][N+:20]=3[O-:29])[CH:17]=[N:16][CH:15]=2)[CH:6]=[C:7]([N+:11]([O-:13])=[O:12])[C:8]=1[OH:9]. (5) Given the reactants [H-].[Na+].[CH2:3]([OH:7])[C:4]#[C:5][CH3:6].Cl[C:9]1[CH:14]=[C:13]([CH2:15][C:16]2[CH:21]=[CH:20][CH:19]=[C:18]([F:22])[C:17]=2[F:23])[N:12]=[CH:11][N:10]=1.[Cl-].[NH4+], predict the reaction product. The product is: [CH2:3]([O:7][C:9]1[CH:14]=[C:13]([CH2:15][C:16]2[CH:21]=[CH:20][CH:19]=[C:18]([F:22])[C:17]=2[F:23])[N:12]=[CH:11][N:10]=1)[C:4]#[C:5][CH3:6]. (6) Given the reactants FC1C=CC([C:8]2[CH:13]=[CH:12][C:11]([N:14]3[CH2:19][CH2:18][NH:17][C@H:16]([CH3:20])[CH2:15]3)=[CH:10][CH:9]=2)=CC=1.BrC1C=C[C:25]([O:28]CC)=[CH:24]C=1, predict the reaction product. The product is: [CH2:25]([O:28][C:8]1[CH:9]=[CH:10][C:11]([N:14]2[CH2:19][CH2:18][NH:17][C@H:16]([CH3:20])[CH2:15]2)=[CH:12][CH:13]=1)[CH3:24]. (7) The product is: [CH3:11][O:10][C:4]1[CH:5]=[C:6]([O:8][CH3:9])[N:7]=[C:2]([CH3:12])[N:3]=1. Given the reactants Cl[C:2]1[N:7]=[C:6]([O:8][CH3:9])[CH:5]=[C:4]([O:10][CH3:11])[N:3]=1.[CH3:12][Al](C)C, predict the reaction product. (8) Given the reactants [F:1][CH:2]([F:14])[C:3]([N:5]1[CH2:10][CH2:9][N:8]([CH2:11][CH2:12][OH:13])[CH2:7][CH2:6]1)=[O:4].N1C=CN=C1.Cl[Si:21]([CH:28]([CH3:30])[CH3:29])([CH:25]([CH3:27])[CH3:26])[CH:22]([CH3:24])[CH3:23], predict the reaction product. The product is: [F:14][CH:2]([F:1])[C:3]([N:5]1[CH2:10][CH2:9][N:8]([CH2:11][CH2:12][O:13][Si:21]([CH:28]([CH3:30])[CH3:29])([CH:25]([CH3:27])[CH3:26])[CH:22]([CH3:24])[CH3:23])[CH2:7][CH2:6]1)=[O:4].